This data is from Reaction yield outcomes from USPTO patents with 853,638 reactions. The task is: Predict the reaction yield, written as a fraction of the theoretical maximum amount of product (1.0 means a 100% yield; for example, 0.34 means a 34% yield). (1) The reactants are Br[CH2:2][C:3]([C:5]1[CH:10]=[CH:9][C:8]([I:11])=[CH:7][CH:6]=1)=O.[NH2:12][C:13]1[C:18]([CH3:19])=[CH:17][CH:16]=[CH:15][N:14]=1.C(=O)(O)[O-].[Na+]. The catalyst is C(O)(C)C. The product is [I:11][C:8]1[CH:9]=[CH:10][C:5]([C:3]2[N:12]=[C:13]3[C:18]([CH3:19])=[CH:17][CH:16]=[CH:15][N:14]3[CH:2]=2)=[CH:6][CH:7]=1. The yield is 0.710. (2) The reactants are [CH3:1][O:2][C:3](=[O:33])[C:4]1[CH:9]=[C:8]([O:10][C:11]2[CH:16]=[CH:15][C:14]([NH2:17])=[C:13]([C:18]([F:21])([F:20])[F:19])[CH:12]=2)[CH:7]=[CH:6][C:5]=1[NH:22][S:23]([C:26]1[CH:31]=[CH:30][C:29]([CH3:32])=[CH:28][CH:27]=1)(=[O:25])=[O:24].[S:34](Cl)([C:37]1[CH:43]=[CH:42][C:40]([CH3:41])=[CH:39][CH:38]=1)(=[O:36])=[O:35].N1C=CC=CC=1. The catalyst is C(Cl)Cl. The product is [CH3:1][O:2][C:3](=[O:33])[C:4]1[CH:9]=[C:8]([O:10][C:11]2[CH:16]=[CH:15][C:14]([NH:17][S:34]([C:37]3[CH:43]=[CH:42][C:40]([CH3:41])=[CH:39][CH:38]=3)(=[O:36])=[O:35])=[C:13]([C:18]([F:19])([F:21])[F:20])[CH:12]=2)[CH:7]=[CH:6][C:5]=1[NH:22][S:23]([C:26]1[CH:27]=[CH:28][C:29]([CH3:32])=[CH:30][CH:31]=1)(=[O:25])=[O:24]. The yield is 0.890.